Dataset: Forward reaction prediction with 1.9M reactions from USPTO patents (1976-2016). Task: Predict the product of the given reaction. (1) Given the reactants [C:1]1([CH2:7][CH2:8][CH2:9][CH2:10][CH2:11][CH2:12][C:13]([C:15]2[O:16][C:17]([C:20]3[N:29]=[CH:28][CH:27]=[CH:26][C:21]=3[C:22]([O:24]C)=[O:23])=[CH:18][N:19]=2)=[O:14])[CH:6]=[CH:5][CH:4]=[CH:3][CH:2]=1, predict the reaction product. The product is: [C:1]1([CH2:7][CH2:8][CH2:9][CH2:10][CH2:11][CH2:12][C:13]([C:15]2[O:16][C:17]([C:20]3[N:29]=[CH:28][CH:27]=[CH:26][C:21]=3[C:22]([OH:24])=[O:23])=[CH:18][N:19]=2)=[O:14])[CH:6]=[CH:5][CH:4]=[CH:3][CH:2]=1. (2) Given the reactants Br[CH2:2][C:3]1[CH:8]=[CH:7][C:6]([N:9]2[CH:13]=[CH:12][CH:11]=[N:10]2)=[CH:5][CH:4]=1.[CH3:14][C:15]1([CH3:31])[C:19]([CH3:21])([CH3:20])[O:18][B:17]([B:17]2[O:18][C:19]([CH3:21])([CH3:20])[C:15]([CH3:31])([CH3:14])[O:16]2)[O:16]1.C([O-])(=O)C.[K+], predict the reaction product. The product is: [CH3:14][C:15]1([CH3:31])[C:19]([CH3:21])([CH3:20])[O:18][B:17]([CH2:2][C:3]2[CH:8]=[CH:7][C:6]([N:9]3[CH:13]=[CH:12][CH:11]=[N:10]3)=[CH:5][CH:4]=2)[O:16]1. (3) Given the reactants [CH:1]1([C:4]2[C:5]([O:18][CH2:19][C:20]3(F)[CH2:25][CH2:24][NH:23][CH2:22][CH2:21]3)=[CH:6][C:7]([F:17])=[C:8]([CH:16]=2)[C:9]([O:11][C:12]([CH3:15])([CH3:14])[CH3:13])=[O:10])[CH2:3][CH2:2]1.C1(C2C(OCC3CCNCC3)=CC(F)=C(C=2)C(OC(C)(C)C)=O)CC1.ClC1C=C(C(F)(F)F)C=C(CCl)C=1F.Br[CH:67]([C:75]1[CH:80]=[CH:79][C:78]([F:81])=[CH:77][CH:76]=1)[C:68]1[CH:73]=[CH:72][C:71]([F:74])=[CH:70][CH:69]=1, predict the reaction product. The product is: [F:74][C:71]1[CH:70]=[CH:69][C:68]([CH:67]([C:75]2[CH:80]=[CH:79][C:78]([F:81])=[CH:77][CH:76]=2)[N:23]2[CH2:24][CH2:25][CH:20]([CH2:19][O:18][C:5]3[C:4]([CH:1]4[CH2:2][CH2:3]4)=[CH:16][C:8]([C:9]([O:11][C:12]([CH3:13])([CH3:15])[CH3:14])=[O:10])=[C:7]([F:17])[CH:6]=3)[CH2:21][CH2:22]2)=[CH:73][CH:72]=1.